Dataset: Full USPTO retrosynthesis dataset with 1.9M reactions from patents (1976-2016). Task: Predict the reactants needed to synthesize the given product. (1) Given the product [CH2:31]([O:30][C:28](=[O:29])[NH:27][CH2:26][CH2:25][CH2:24][CH2:23][C:20]1[CH:21]=[CH:22][C:17]([CH2:16][CH2:15][CH2:14][CH2:13][NH:12][CH2:11][C@@H:10]([C:8]2[CH:7]=[CH:6][C:5]([O:39][CH2:40][C:41]3[CH:42]=[CH:43][CH:44]=[CH:45][CH:46]=3)=[C:4]([CH2:3][OH:2])[CH:9]=2)[OH:38])=[CH:18][CH:19]=1)[C:32]1[CH:37]=[CH:36][CH:35]=[CH:34][CH:33]=1, predict the reactants needed to synthesize it. The reactants are: C[O:2][C:3](=O)[C:4]1[CH:9]=[C:8]([C@@H:10]([OH:38])[CH2:11][NH:12][CH2:13][CH2:14][CH2:15][CH2:16][C:17]2[CH:22]=[CH:21][C:20]([CH2:23][CH2:24][CH2:25][CH2:26][NH:27][C:28]([O:30][CH2:31][C:32]3[CH:37]=[CH:36][CH:35]=[CH:34][CH:33]=3)=[O:29])=[CH:19][CH:18]=2)[CH:7]=[CH:6][C:5]=1[O:39][CH2:40][C:41]1[CH:46]=[CH:45][CH:44]=[CH:43][CH:42]=1.[H-].C([Al+]CC(C)C)C(C)C. (2) Given the product [NH2:15][C:14]1[CH:13]=[CH:12][S:11][C:10]=1[C:5]1[N:6]([CH3:9])[C:7](=[O:8])[C:2]([OH:1])=[C:3]([C:18]([O:20][CH3:21])=[O:19])[N:4]=1, predict the reactants needed to synthesize it. The reactants are: [OH:1][C:2]1[C:7](=[O:8])[N:6]([CH3:9])[C:5]([C:10]2[S:11][CH:12]=[CH:13][C:14]=2[N+:15]([O-])=O)=[N:4][C:3]=1[C:18]([O:20][CH3:21])=[O:19]. (3) Given the product [ClH:1].[NH2:12][CH2:11][CH:13]([C:19]1[C:28]2[C:23](=[CH:24][CH:25]=[C:26]([O:29][CH3:30])[CH:27]=2)[CH:22]=[CH:21][CH:20]=1)[CH2:14][CH2:15][OH:16], predict the reactants needed to synthesize it. The reactants are: [Cl-:1].[Al+3].[Cl-].[Cl-].[H-].[Al+3].[Li+].[H-].[H-].[H-].[C:11]([CH:13]([C:19]1[C:28]2[C:23](=[CH:24][CH:25]=[C:26]([O:29][CH3:30])[CH:27]=2)[CH:22]=[CH:21][CH:20]=1)[CH2:14][C:15](OC)=[O:16])#[N:12].[OH-].[Na+]. (4) Given the product [CH2:12]([NH:1][C:2]1[CH:11]=[CH:10][C:5]2[N:6]=[C:7]([SH:9])[S:8][C:4]=2[CH:3]=1)[CH3:13], predict the reactants needed to synthesize it. The reactants are: [NH2:1][C:2]1[CH:11]=[CH:10][C:5]2[N:6]=[C:7]([SH:9])[S:8][C:4]=2[CH:3]=1.[CH:12](=O)[CH3:13].C(O)(=O)C.[BH3-]C#N.[Na+]. (5) The reactants are: [C:1]([N:4]1[CH2:9][CH2:8][CH:7]([CH2:10][CH2:11][C:12]([OH:14])=O)[CH2:6][CH2:5]1)(=[O:3])[CH3:2].S(Cl)([Cl:17])=O. Given the product [C:1]([N:4]1[CH2:9][CH2:8][CH:7]([CH2:10][CH2:11][C:12]([Cl:17])=[O:14])[CH2:6][CH2:5]1)(=[O:3])[CH3:2], predict the reactants needed to synthesize it. (6) Given the product [Br:1][C:2]1[CH:14]=[C:13]([C:15]([NH2:16])=[O:17])[C:12]2[N:11]([CH2:18][CH:19]3[CH2:20][CH2:21]3)[C:10]3[C:5]([C:4]=2[CH:3]=1)=[CH:6][CH:7]=[C:8]([C:22]([N:50]1[CH2:49][C@H:48]([CH3:47])[O:53][C@H:52]([CH3:54])[CH2:51]1)=[O:23])[CH:9]=3, predict the reactants needed to synthesize it. The reactants are: [Br:1][C:2]1[CH:3]=[C:4]2[C:12](=[C:13]([C:15](=[O:17])[NH2:16])[CH:14]=1)[N:11]([CH2:18][CH:19]1[CH2:21][CH2:20]1)[C:10]1[CH:9]=[C:8]([C:22](O)=[O:23])[CH:7]=[CH:6][C:5]2=1.CN(C(ON1N=NC2C=CC=CC1=2)=[N+](C)C)C.[B-](F)(F)(F)F.[CH3:47][C@H:48]1[O:53][C@@H:52]([CH3:54])[CH2:51][NH:50][CH2:49]1.